From a dataset of Forward reaction prediction with 1.9M reactions from USPTO patents (1976-2016). Predict the product of the given reaction. The product is: [F:10][C:11]1[CH:16]=[CH:15][C:14]([C:2]2[CH:9]=[CH:8][C:5]([CH:6]=[O:7])=[CH:4][CH:3]=2)=[CH:13][CH:12]=1. Given the reactants Br[C:2]1[CH:9]=[CH:8][C:5]([CH:6]=[O:7])=[CH:4][CH:3]=1.[F:10][C:11]1[CH:16]=[CH:15][C:14](B(O)O)=[CH:13][CH:12]=1.C([O-])([O-])=O.[K+].[K+], predict the reaction product.